This data is from Experimentally validated miRNA-target interactions with 360,000+ pairs, plus equal number of negative samples. The task is: Binary Classification. Given a miRNA mature sequence and a target amino acid sequence, predict their likelihood of interaction. (1) The miRNA is hsa-miR-200b-3p with sequence UAAUACUGCCUGGUAAUGAUGA. The protein sequence of the target gene is MASGRGASSRWFFTREQLENTPSRRCGVEADKELSCRQQAANLIQEMGQRLNVSQLTINTAIVYMHRFYMHHSFTKFNKNIISSTALFLAAKVEEQARKLEHVIKVAHACLHPLEPLLDTKCDAYLQQTQELVILETIMLQTLGFEITIEHPHTDVVKCTQLVRASKDLAQTSYFMATNSLHLTTFCLQYKPTVIACVCIHLACKWSNWEIPVSTDGKHWWEYVDPTVTLELLDELTHEFLQILEKTPNRLKKIRNWRANQAARKPKVDGQVSETPLLGSSLVQNSILVDSVTGVPTNPS.... Result: 1 (interaction). (2) The miRNA is rno-miR-129-5p with sequence CUUUUUGCGGUCUGGGCUUGC. The protein sequence of the target gene is MGLRPAVLLLCASVSLLGGLTFGYELAVISGALLPLQLNFGLSCLEQELLVGSLLLGALLASLVGGFLIDCYGRRRAILGSNAVLLAGSLILGLASSLPWLLLGRLSVGFAISLSSMACCIYVSELVGPRQRGVLVSLYEVGITVGILFSYGLNYVLAGSPWGWRHMFGWAAAPALLQSLSLFLLPAGAEGTAAPKDLIPLQGRETSKPGLVKPQYSFLDLFRAQDGMWSRTVVGLGLVLFQQLTGQPNVLYYASTIFRSVGFHGGSSAVLASVGLGTVKVAATLVATGLVDRAGRRVLL.... Result: 0 (no interaction). (3) The miRNA is hsa-miR-544b with sequence ACCUGAGGUUGUGCAUUUCUAA. The protein sequence of the target gene is MRAPLCLLLLVAHAVDMLALNRRKKQVGTGLGGNCTGCIICSEENGCSTCQQRLFLFIRREGIRQYGKCLHDCPPGYFGIRGQEVNRCKKCGATCESCFSQDFCIRCKRQFYLYKGKCLPTCPPGTLAHQNTRECQGECELGPWGGWSPCTHNGKTCGSAWGLESRVREAGRAGHEEAATCQVLSESRKCPIQRPCPGERSPGQKKGRKDRRPRKDRKLDRRLDVRPRQPGLQP. Result: 0 (no interaction). (4) The miRNA is bta-miR-205 with sequence UCCUUCAUUCCACCGGAGUCUG. The protein sequence of the target gene is MKSPRRTTLCLMFIVIYSSKAALNWNYESTIHPLSLHEHEPAGEEALRQKRAVATKSPTAEEYTVNIEISFENASFLDPIKAYLNSLSFPIHGNNTDQITDILSINVTTVCRPAGNEIWCSCETGYGWPRERCLHNLICQERDVFLPGHHCSCLKELPPNGPFCLLQEDVTLNMRVRLNVGFQEDLMNTSSALYRSYKTDLETAFRKGYGILPGFKGVTVTGFKSGSVVVTYEVKTTPPSLELIHKANEQVVQSLNQTYKMDYNSFQAVTINESNFFVTPEIIFEGDTVSLVCEKEVLSS.... Result: 0 (no interaction). (5) The protein sequence of the target gene is MGNPENIEDAYVAVIRPKNTASLNSREYRAKSYEILLHEVPIEGQKKKRKKVLLETKLQSNSEIAQGILDYVVETTKPISPANQGIKGKRVVLMRKFPLDGEKTGREAALFIVPSVVKDNTKYAYTPGCPIFYCLQDIMRVCSESSTHFATLTARMLIALDKWLDERHAQSHFIPALFRPSPLERIKTNVINPAYAAELGQVDNSLHMGYSALEIKSKMLALEKADTCIYNPLFGSDLQYTNRVDKVVINPYFGLGAPDYSKIQIPKQEKWQRSMSSVVEDKERQWVDDFPLHRNACEGD.... Result: 0 (no interaction). The miRNA is mmu-miR-7025-5p with sequence CGUGAGCUGAAGCUGGUGGCUCCC.